From a dataset of Blood-brain barrier penetration binary classification data from Martins et al.. Regression/Classification. Given a drug SMILES string, predict its absorption, distribution, metabolism, or excretion properties. Task type varies by dataset: regression for continuous measurements (e.g., permeability, clearance, half-life) or binary classification for categorical outcomes (e.g., BBB penetration, CYP inhibition). Dataset: bbb_martins. The molecule is Cc1c(N(C)C)c(=O)n(-c2ccccc2)n1C. The result is 1 (penetrates BBB).